Dataset: Full USPTO retrosynthesis dataset with 1.9M reactions from patents (1976-2016). Task: Predict the reactants needed to synthesize the given product. (1) Given the product [O:12]([C:13]1[C:18]([CH2:19][C:20]2[CH:21]=[CH:22][C:23]([CH2:26][CH3:27])=[CH:24][CH:25]=2)=[CH:17][CH:16]=[C:15]([CH3:28])[N:14]=1)[C@@H:11]1[O:29][C@H:30]([C@@H:51]([CH3:61])[OH:52])[C@@H:31]([OH:42])[C@H:32]([OH:33])[C@H:10]1[OH:9], predict the reactants needed to synthesize it. The reactants are: C([O:9][C@@H:10]1[C@@H:32]([O:33]C(=O)C2C=CC=CC=2)[C@H:31]([O:42]C(=O)C2C=CC=CC=2)[C@@H:30]([C@@H:51]([CH3:61])[O:52]C(=O)C2C=CC=CC=2)[O:29][C@H:11]1[O:12][C:13]1[C:18]([CH2:19][C:20]2[CH:25]=[CH:24][C:23]([CH2:26][CH3:27])=[CH:22][CH:21]=2)=[CH:17][CH:16]=[C:15]([CH3:28])[N:14]=1)(=O)C1C=CC=CC=1.CO.C(=O)([O-])[O-].[K+].[K+].C(O[C@@H]1[C@@H](OC(=O)C2C=CC=CC=2)[C@H](OC(=O)C2C=CC=CC=2)[C@@H]([C@@H](C)OC(=O)C2C=CC=CC=2)O[C@H]1OC1C(CC2C=CC(CC)=CC=2)=C(C)C=C(C)N=1)(=O)C1C=CC=CC=1. (2) Given the product [CH3:27][N:28]1[C:32]([C:2]2[N:3]=[C:4]([C:7]([NH:9][CH:10]([CH2:20][C:21]3[CH:26]=[CH:25][CH:24]=[CH:23][CH:22]=3)[CH2:11][NH:12][C:13](=[O:19])[O:14][C:15]([CH3:18])([CH3:17])[CH3:16])=[O:8])[S:5][CH:6]=2)=[CH:31][CH:30]=[N:29]1, predict the reactants needed to synthesize it. The reactants are: Br[C:2]1[N:3]=[C:4]([C:7]([NH:9][CH:10]([CH2:20][C:21]2[CH:26]=[CH:25][CH:24]=[CH:23][CH:22]=2)[CH2:11][NH:12][C:13](=[O:19])[O:14][C:15]([CH3:18])([CH3:17])[CH3:16])=[O:8])[S:5][CH:6]=1.[CH3:27][N:28]1[C:32](B2OC(C)(C)C(C)(C)O2)=[CH:31][CH:30]=[N:29]1.C(=O)([O-])[O-].[K+].[K+].